This data is from Forward reaction prediction with 1.9M reactions from USPTO patents (1976-2016). The task is: Predict the product of the given reaction. (1) Given the reactants [Cl:1][CH2:2][CH2:3][CH2:4][CH2:5][CH:6]([NH:10][C:11]([C:13]1[CH:18]=[CH:17][C:16]([CH3:19])=[CH:15][CH:14]=1)=[O:12])[C:7]([OH:9])=O.[C:20](OC(=O)CC)(=O)[CH2:21]C.O, predict the reaction product. The product is: [Cl:1][CH2:2][CH2:3][CH2:4][CH2:5][CH:6]([NH:10][C:11]([C:13]1[CH:18]=[CH:17][C:16]([CH3:19])=[CH:15][CH:14]=1)=[O:12])[C:7](=[O:9])[CH2:20][CH3:21]. (2) Given the reactants [CH3:1][C:2]1[CH:3]=[CH:4][C:5]([N+:17]([O-])=O)=[C:6]([NH:8][C:9](=[O:16])[C:10]2[CH:15]=[CH:14][CH:13]=[CH:12][CH:11]=2)[CH:7]=1.[Cl-].[NH4+], predict the reaction product. The product is: [NH2:17][C:5]1[CH:4]=[CH:3][C:2]([CH3:1])=[CH:7][C:6]=1[NH:8][C:9](=[O:16])[C:10]1[CH:11]=[CH:12][CH:13]=[CH:14][CH:15]=1. (3) Given the reactants [C:1]([C:3]1[CH:4]=[C:5]([C:13]2[O:17][N:16]=[C:15]([C:18]3[CH:35]=[CH:34][C:21]4[CH2:22][CH2:23][N:24](C(OC(C)(C)C)=O)[CH2:25][CH2:26][C:20]=4[CH:19]=3)[N:14]=2)[CH:6]=[CH:7][C:8]=1[NH:9][CH2:10][CH2:11][CH3:12])#[N:2].FC(F)(F)C(O)=O, predict the reaction product. The product is: [CH2:10]([NH:9][C:8]1[CH:7]=[CH:6][C:5]([C:13]2[O:17][N:16]=[C:15]([C:18]3[CH:35]=[CH:34][C:21]4[CH2:22][CH2:23][NH:24][CH2:25][CH2:26][C:20]=4[CH:19]=3)[N:14]=2)=[CH:4][C:3]=1[C:1]#[N:2])[CH2:11][CH3:12]. (4) Given the reactants [C:1]1([CH:6]([N:28]2[CH2:33][CH2:32][CH:31]([O:34][CH3:35])[CH2:30][CH2:29]2)[C:7]([NH:9][C:10]2[CH:11]=[C:12]([CH:24]=[CH:25][C:26]=2[F:27])[CH2:13][C:14]2([C:17]([O:19][C:20]([CH3:23])([CH3:22])[CH3:21])=[O:18])[CH2:16][CH2:15]2)=[O:8])[CH2:5][CH2:4][CH2:3][CH:2]=1, predict the reaction product. The product is: [CH:1]1([CH:6]([N:28]2[CH2:33][CH2:32][CH:31]([O:34][CH3:35])[CH2:30][CH2:29]2)[C:7]([NH:9][C:10]2[CH:11]=[C:12]([CH:24]=[CH:25][C:26]=2[F:27])[CH2:13][C:14]2([C:17]([O:19][C:20]([CH3:22])([CH3:21])[CH3:23])=[O:18])[CH2:15][CH2:16]2)=[O:8])[CH2:2][CH2:3][CH2:4][CH2:5]1. (5) Given the reactants [Si:1](Cl)([C:4]([CH3:7])([CH3:6])[CH3:5])([CH3:3])[CH3:2].[F:9][C:10]1[CH:15]=[CH:14][CH:13]=[CH:12][C:11]=1[C:16]([CH3:20])([CH3:19])[CH2:17][OH:18].N1C=CN=C1, predict the reaction product. The product is: [C:4]([Si:1]([O:18][CH2:17][C:16]([C:11]1[CH:12]=[CH:13][CH:14]=[CH:15][C:10]=1[F:9])([CH3:20])[CH3:19])([CH3:3])[CH3:2])([CH3:7])([CH3:6])[CH3:5]. (6) The product is: [NH:1]1[C:5]2[CH:6]=[CH:7][C:8]([N:10]3[CH:14]([C:15]4[CH:20]=[C:19]([F:21])[CH:18]=[C:17]([F:22])[C:16]=4[F:23])[C:13](=[O:24])[CH2:12][C:11]3=[O:30])=[CH:9][C:4]=2[N:3]=[CH:2]1. Given the reactants [NH:1]1[C:5]2[CH:6]=[CH:7][C:8]([N:10]3[CH:14]([C:15]4[CH:20]=[C:19]([F:21])[CH:18]=[C:17]([F:22])[C:16]=4[F:23])[C:13](=[O:24])[CH:12](C(OCC)=O)[C:11]3=[O:30])=[CH:9][C:4]=2[N:3]=[CH:2]1.Cl, predict the reaction product.